This data is from Peptide-MHC class I binding affinity with 185,985 pairs from IEDB/IMGT. The task is: Regression. Given a peptide amino acid sequence and an MHC pseudo amino acid sequence, predict their binding affinity value. This is MHC class I binding data. (1) The peptide sequence is GQYKGAGSVF. The MHC is HLA-B15:03 with pseudo-sequence HLA-B15:03. The binding affinity (normalized) is 1.00. (2) The peptide sequence is AMDEFIQRYK. The MHC is HLA-A31:01 with pseudo-sequence HLA-A31:01. The binding affinity (normalized) is 0.501. (3) The peptide sequence is RAAHRRQSV. The MHC is HLA-B07:02 with pseudo-sequence HLA-B07:02. The binding affinity (normalized) is 0.936. (4) The peptide sequence is KCDICTDEY. The MHC is HLA-B58:01 with pseudo-sequence HLA-B58:01. The binding affinity (normalized) is 0.0847. (5) The peptide sequence is AYDHGNVIL. The MHC is HLA-A02:12 with pseudo-sequence HLA-A02:12. The binding affinity (normalized) is 0.0847. (6) The peptide sequence is VTENKKIQY. The MHC is HLA-A03:01 with pseudo-sequence HLA-A03:01. The binding affinity (normalized) is 0.0847.